From a dataset of Catalyst prediction with 721,799 reactions and 888 catalyst types from USPTO. Predict which catalyst facilitates the given reaction. (1) Product: [CH3:2][C:1]1[NH:17][C:7](=[O:6])[C:8]2[C:13]([CH:4]=1)=[CH:12][CH:11]=[CH:10][CH:9]=2. The catalyst class is: 6. Reactant: [C:1]([CH:4]1[C:13]2[C:8](=[CH:9][CH:10]=[CH:11][CH:12]=2)[C:7](=O)[O:6]C1=O)(=O)[CH3:2].[OH-].[NH4+:17]. (2) Reactant: O1CCCC1.[CH3:6][C:7]1[CH:12]=[CH:11][N:10]=[C:9]([O:13][CH2:14][C:15]2[CH:20]=[CH:19][C:18]([CH2:21][C:22](Cl)=[N:23][OH:24])=[CH:17][CH:16]=2)[CH:8]=1.[C:26]([C:28]1[C:29]([NH2:35])=[N:30][C:31]([NH2:34])=[CH:32][CH:33]=1)#[CH:27].C(N(CC)CC)C. Product: [CH3:6][C:7]1[CH:12]=[CH:11][N:10]=[C:9]([O:13][CH2:14][C:15]2[CH:20]=[CH:19][C:18]([CH2:21][C:22]3[CH:27]=[C:26]([C:28]4[C:29]([NH2:35])=[N:30][C:31]([NH2:34])=[CH:32][CH:33]=4)[O:24][N:23]=3)=[CH:17][CH:16]=2)[CH:8]=1. The catalyst class is: 6. (3) Reactant: [CH2:1]([C:3]1[N:13]([CH2:14][C:15]2[CH:20]=[CH:19][C:18]([NH:21][CH:22]3[CH2:27][CH2:26][NH:25][CH2:24][CH2:23]3)=[CH:17][CH:16]=2)[C:6]2=[N:7][C:8]([CH3:12])=[CH:9][C:10]([CH3:11])=[C:5]2[N:4]=1)[CH3:2].C(O)(=O)C.[CH3:32][N:33]1[CH2:38][CH2:37][C:36](=O)[CH2:35][CH2:34]1.C(O[BH-](OC(=O)C)OC(=O)C)(=O)C.[Na+].[OH-].[Na+]. Product: [CH2:1]([C:3]1[N:13]([CH2:14][C:15]2[CH:20]=[CH:19][C:18]([NH:21][CH:22]3[CH2:27][CH2:26][N:25]([CH:36]4[CH2:37][CH2:38][N:33]([CH3:32])[CH2:34][CH2:35]4)[CH2:24][CH2:23]3)=[CH:17][CH:16]=2)[C:6]2=[N:7][C:8]([CH3:12])=[CH:9][C:10]([CH3:11])=[C:5]2[N:4]=1)[CH3:2]. The catalyst class is: 68. (4) Reactant: [N:1]1([C:10]2[S:14][C:13]([CH2:15][OH:16])=[C:12]([O:17][CH2:18][C:19]3[CH:24]=[CH:23][CH:22]=[CH:21][C:20]=3[CH3:25])[CH:11]=2)[C:5]2[CH:6]=[CH:7][CH:8]=[CH:9][C:4]=2[N:3]=[CH:2]1. Product: [N:1]1([C:10]2[S:14][C:13]([CH:15]=[O:16])=[C:12]([O:17][CH2:18][C:19]3[CH:24]=[CH:23][CH:22]=[CH:21][C:20]=3[CH3:25])[CH:11]=2)[C:5]2[CH:6]=[CH:7][CH:8]=[CH:9][C:4]=2[N:3]=[CH:2]1. The catalyst class is: 327. (5) Reactant: [O:1]1[C:6]2[CH:7]=[CH:8][C:9]([S:11][C:12]3[CH:17]=[CH:16][C:15](/[CH:18]=[CH:19]/[C:20]([N:22]4[CH2:27][CH2:26][CH2:25][CH2:24][CH:23]4[C:28]([O:30]CC)=[O:29])=[O:21])=[CH:14][C:13]=3[C:33]([F:36])([F:35])[F:34])=[CH:10][C:5]=2[O:4][CH2:3][CH2:2]1.[OH-].[Na+].CCO. Product: [O:1]1[C:6]2[CH:7]=[CH:8][C:9]([S:11][C:12]3[CH:17]=[CH:16][C:15](/[CH:18]=[CH:19]/[C:20]([N:22]4[CH2:27][CH2:26][CH2:25][CH2:24][CH:23]4[C:28]([OH:30])=[O:29])=[O:21])=[CH:14][C:13]=3[C:33]([F:35])([F:34])[F:36])=[CH:10][C:5]=2[O:4][CH2:3][CH2:2]1. The catalyst class is: 6. (6) Reactant: [CH2:1]([C:8]([CH2:29][C:30]1[CH:35]=[CH:34][CH:33]=[CH:32][CH:31]=1)([C:19](=[O:28])[CH:20]=[CH:21][C:22]1[CH:27]=[CH:26][CH:25]=[CH:24][CH:23]=1)[C:9](=[O:18])[CH:10]=[CH:11][C:12]1[CH:17]=[CH:16][CH:15]=[CH:14][CH:13]=1)[C:2]1[CH:7]=[CH:6][CH:5]=[CH:4][CH:3]=1. Product: [CH2:29]([C:8]([CH2:1][C:2]1[CH:3]=[CH:4][CH:5]=[CH:6][CH:7]=1)([C:19](=[O:28])[CH2:20][CH2:21][C:22]1[CH:27]=[CH:26][CH:25]=[CH:24][CH:23]=1)[C:9](=[O:18])[CH2:10][CH2:11][C:12]1[CH:17]=[CH:16][CH:15]=[CH:14][CH:13]=1)[C:30]1[CH:31]=[CH:32][CH:33]=[CH:34][CH:35]=1. The catalyst class is: 153. (7) Reactant: [NH2:1][C:2]1[CH:10]=[C:9]([F:11])[CH:8]=[C:7]([F:12])[C:3]=1[C:4](O)=[O:5].CC[N:15]=C=NCCCN(C)C.Cl.C1C=CC2N(O)N=NC=2C=1.C(N(CC)CC)C.[OH-].[NH4+]. Product: [NH2:1][C:2]1[CH:10]=[C:9]([F:11])[CH:8]=[C:7]([F:12])[C:3]=1[C:4]([NH2:15])=[O:5]. The catalyst class is: 1. (8) The catalyst class is: 380. Product: [CH3:12][O:11][C:9]1[CH:10]=[C:2]([C:19]#[N:20])[C:3]2[CH:4]=[N:5][N:6]([CH:13]3[CH2:18][CH2:17][CH2:16][CH2:15][O:14]3)[C:7]=2[CH:8]=1. Reactant: Br[C:2]1[CH:10]=[C:9]([O:11][CH3:12])[CH:8]=[C:7]2[C:3]=1[CH:4]=[N:5][N:6]2[CH:13]1[CH2:18][CH2:17][CH2:16][CH2:15][O:14]1.[CH3:19][N:20](C=O)C. (9) Reactant: C([O:8][C:9]1[CH:10]=[C:11]([CH:23]=[CH:24][CH:25]=1)[C:12]([NH:14][C:15]1[CH:20]=[C:19]([CH3:21])[CH:18]=[CH:17][C:16]=1[F:22])=[O:13])C1C=CC=CC=1. Product: [F:22][C:16]1[CH:17]=[CH:18][C:19]([CH3:21])=[CH:20][C:15]=1[NH:14][C:12](=[O:13])[C:11]1[CH:23]=[CH:24][CH:25]=[C:9]([OH:8])[CH:10]=1. The catalyst class is: 5. (10) Reactant: [Cl:1][C:2]1[CH:7]=[CH:6][C:5]([N:8]2[CH:12]=[CH:11][CH:10]=[C:9]2[CH:13]=O)=[C:4]([C:15](=[O:24])[C:16]2[CH:21]=[CH:20][CH:19]=[C:18]([Cl:22])[C:17]=2[Cl:23])[CH:3]=1.CP(=[CH:29][C:30]([O:32][CH3:33])=[O:31])(C)C. Product: [Cl:1][C:2]1[CH:7]=[CH:6][C:5]([N:8]2[CH:12]=[CH:11][CH:10]=[C:9]2/[CH:13]=[CH:29]/[C:30]([O:32][CH3:33])=[O:31])=[C:4]([C:15](=[O:24])[C:16]2[CH:21]=[CH:20][CH:19]=[C:18]([Cl:22])[C:17]=2[Cl:23])[CH:3]=1. The catalyst class is: 11.